Predict the reactants needed to synthesize the given product. From a dataset of Full USPTO retrosynthesis dataset with 1.9M reactions from patents (1976-2016). Given the product [F:33][C:31]([F:32])([F:34])[C:29]1[CH:30]=[C:25]([C:11]2[CH:10]=[C:9]([CH:4]([CH2:5][CH:6]([CH3:8])[CH3:7])[C:3]([OH:39])=[O:2])[CH:14]=[C:13]([C:15]3[CH:16]=[CH:17][C:18]([C:21]([F:22])([F:24])[F:23])=[CH:19][CH:20]=3)[N:12]=2)[CH:26]=[C:27]([C:35]([F:36])([F:37])[F:38])[CH:28]=1, predict the reactants needed to synthesize it. The reactants are: C[O:2][C:3](=[O:39])[CH:4]([C:9]1[CH:14]=[C:13]([C:15]2[CH:20]=[CH:19][C:18]([C:21]([F:24])([F:23])[F:22])=[CH:17][CH:16]=2)[N:12]=[C:11]([C:25]2[CH:30]=[C:29]([C:31]([F:34])([F:33])[F:32])[CH:28]=[C:27]([C:35]([F:38])([F:37])[F:36])[CH:26]=2)[CH:10]=1)[CH2:5][CH:6]([CH3:8])[CH3:7].C(O)(=O)CC(CC(O)=O)(C(O)=O)O.